Dataset: Peptide-MHC class I binding affinity with 185,985 pairs from IEDB/IMGT. Task: Regression. Given a peptide amino acid sequence and an MHC pseudo amino acid sequence, predict their binding affinity value. This is MHC class I binding data. (1) The peptide sequence is VCFHEFLSSK. The MHC is HLA-A33:01 with pseudo-sequence HLA-A33:01. The binding affinity (normalized) is 0. (2) The peptide sequence is YLPEVISTI. The MHC is HLA-A68:02 with pseudo-sequence HLA-A68:02. The binding affinity (normalized) is 0.586. (3) The binding affinity (normalized) is 0. The peptide sequence is EDAQPGLLSY. The MHC is HLA-A01:01 with pseudo-sequence HLA-A01:01. (4) The peptide sequence is ITHTGEKPY. The MHC is HLA-B15:01 with pseudo-sequence HLA-B15:01. The binding affinity (normalized) is 0.582. (5) The peptide sequence is SSLVKNVNK. The MHC is HLA-A68:01 with pseudo-sequence HLA-A68:01. The binding affinity (normalized) is 0.225. (6) The peptide sequence is STGKSIKFK. The binding affinity (normalized) is 0.0847. The MHC is HLA-A25:01 with pseudo-sequence HLA-A25:01. (7) The peptide sequence is WLSTYAVRI. The MHC is Mamu-A70103 with pseudo-sequence Mamu-A70103. The binding affinity (normalized) is 0.324. (8) The peptide sequence is YTSGPGTRY. The MHC is Mamu-A02 with pseudo-sequence Mamu-A02. The binding affinity (normalized) is 0.994. (9) The MHC is HLA-A24:02 with pseudo-sequence HLA-A24:02. The peptide sequence is DRFKRTSFF. The binding affinity (normalized) is 0.343.